From a dataset of Peptide-MHC class I binding affinity with 185,985 pairs from IEDB/IMGT. Regression. Given a peptide amino acid sequence and an MHC pseudo amino acid sequence, predict their binding affinity value. This is MHC class I binding data. The peptide sequence is WMMAMKYPI. The MHC is HLA-A02:01 with pseudo-sequence HLA-A02:01. The binding affinity (normalized) is 0.725.